From a dataset of NCI-60 drug combinations with 297,098 pairs across 59 cell lines. Regression. Given two drug SMILES strings and cell line genomic features, predict the synergy score measuring deviation from expected non-interaction effect. (1) Drug 1: C1CC(=O)NC(=O)C1N2C(=O)C3=CC=CC=C3C2=O. Drug 2: COCCOC1=C(C=C2C(=C1)C(=NC=N2)NC3=CC=CC(=C3)C#C)OCCOC.Cl. Cell line: BT-549. Synergy scores: CSS=-0.777, Synergy_ZIP=2.61, Synergy_Bliss=4.09, Synergy_Loewe=0.219, Synergy_HSA=0.137. (2) Drug 2: C1CCC(C1)C(CC#N)N2C=C(C=N2)C3=C4C=CNC4=NC=N3. Cell line: NCI/ADR-RES. Drug 1: CC12CCC(CC1=CCC3C2CCC4(C3CC=C4C5=CN=CC=C5)C)O. Synergy scores: CSS=4.15, Synergy_ZIP=-2.90, Synergy_Bliss=-0.737, Synergy_Loewe=-5.52, Synergy_HSA=-1.63. (3) Drug 1: CC1C(C(=O)NC(C(=O)N2CCCC2C(=O)N(CC(=O)N(C(C(=O)O1)C(C)C)C)C)C(C)C)NC(=O)C3=C4C(=C(C=C3)C)OC5=C(C(=O)C(=C(C5=N4)C(=O)NC6C(OC(=O)C(N(C(=O)CN(C(=O)C7CCCN7C(=O)C(NC6=O)C(C)C)C)C)C(C)C)C)N)C. Drug 2: B(C(CC(C)C)NC(=O)C(CC1=CC=CC=C1)NC(=O)C2=NC=CN=C2)(O)O. Cell line: NCI/ADR-RES. Synergy scores: CSS=40.3, Synergy_ZIP=-3.74, Synergy_Bliss=-4.39, Synergy_Loewe=-3.62, Synergy_HSA=-4.29.